This data is from CYP2C19 inhibition data for predicting drug metabolism from PubChem BioAssay. The task is: Regression/Classification. Given a drug SMILES string, predict its absorption, distribution, metabolism, or excretion properties. Task type varies by dataset: regression for continuous measurements (e.g., permeability, clearance, half-life) or binary classification for categorical outcomes (e.g., BBB penetration, CYP inhibition). Dataset: cyp2c19_veith. (1) The drug is CN1C[C@H](CO)C=C2c3cccc4[nH]cc(c34)C[C@@H]21. The result is 0 (non-inhibitor). (2) The drug is Cc1cc(=O)c2ccccc2[nH]1. The result is 0 (non-inhibitor). (3) The molecule is COC(=O)C1=C(C)OC(N)=C(C#N)C1c1cc(OC)ccc1OC. The result is 1 (inhibitor). (4) The compound is CC(=O)N[C@H](Cc1c[nH]c2ccccc12)C(=O)O. The result is 0 (non-inhibitor).